This data is from Catalyst prediction with 721,799 reactions and 888 catalyst types from USPTO. The task is: Predict which catalyst facilitates the given reaction. (1) Reactant: [OH:1][C:2]1[CH:3]=[C:4]2[C:9](=[CH:10][CH:11]=1)[O:8][C:7](=[O:12])[CH:6]=[C:5]2[CH3:13].Cl[C:15]1[C:24]2[C:19](=[CH:20][C:21]([O:27][CH3:28])=[C:22]([O:25][CH3:26])[CH:23]=2)[N:18]=[CH:17][CH:16]=1.O. Product: [CH3:26][O:25][C:22]1[CH:23]=[C:24]2[C:19](=[CH:20][C:21]=1[O:27][CH3:28])[N:18]=[CH:17][CH:16]=[C:15]2[O:1][C:2]1[CH:3]=[C:4]2[C:9](=[CH:10][CH:11]=1)[O:8][C:7](=[O:12])[CH:6]=[C:5]2[CH3:13]. The catalyst class is: 420. (2) Reactant: [CH:1]1([CH2:7][N:8]2[CH:12]=[CH:11][C:10]([C:13]([O-:15])=[O:14])=[C:9]2[CH2:16]C)[CH2:6][CH2:5][CH2:4][CH2:3][CH2:2]1.[OH-].[K+]. Product: [CH:1]1([CH2:7][N:8]2[CH:12]=[CH:11][C:10]([C:13]([OH:15])=[O:14])=[C:9]2[CH3:16])[CH2:2][CH2:3][CH2:4][CH2:5][CH2:6]1. The catalyst class is: 14. (3) Reactant: C[O:2][C:3](=[O:35])[CH2:4][O:5][C:6]1[CH:15]=[CH:14][C:13]([F:16])=[C:12]2[C:7]=1[C:8]([O:31][CH:32]([F:34])[F:33])=[C:9]([CH2:19][C:20]1[CH:25]=[CH:24][C:23]([NH:26][C:27]([O:29][CH3:30])=[O:28])=[CH:22][CH:21]=1)[C:10]([CH2:17][CH3:18])=[N:11]2.[OH-].[Li+].C(O)(=O)C. Product: [F:34][CH:32]([F:33])[O:31][C:8]1[C:7]2[C:12](=[C:13]([F:16])[CH:14]=[CH:15][C:6]=2[O:5][CH2:4][C:3]([OH:35])=[O:2])[N:11]=[C:10]([CH2:17][CH3:18])[C:9]=1[CH2:19][C:20]1[CH:25]=[CH:24][C:23]([NH:26][C:27]([O:29][CH3:30])=[O:28])=[CH:22][CH:21]=1. The catalyst class is: 24. (4) Reactant: [Cl:1][C:2]1[CH:7]=[CH:6][C:5]([NH:8][C:9](=[O:23])[C:10]2[CH:11]=[C:12]([CH:17]=[CH:18][C:19]=2[N+:20]([O-:22])=[O:21])[C:13](OC)=[O:14])=[CH:4][CH:3]=1.[NH3:24]. Product: [N+:20]([C:19]1[CH:18]=[CH:17][C:12]([C:13]([NH2:24])=[O:14])=[CH:11][C:10]=1[C:9]([NH:8][C:5]1[CH:6]=[CH:7][C:2]([Cl:1])=[CH:3][CH:4]=1)=[O:23])([O-:22])=[O:21]. The catalyst class is: 5. (5) Reactant: [CH2:1]([C@H:8]1[CH2:12][O:11][C:10](=[O:13])[N:9]1[C:14](=[O:34])[CH2:15][C@@H:16]([C:22]1[CH:27]=[CH:26][C:25]([O:28][CH2:29][CH:30](Br)[CH2:31][CH3:32])=[CH:24][CH:23]=1)[C:17]1[CH:21]=[CH:20][O:19][N:18]=1)[C:2]1[CH:7]=[CH:6][CH:5]=[CH:4][CH:3]=1.C(=O)([O-])[O-].[Cs+].[Cs+].[F:41][C:42]([F:51])([F:50])[C:43]1[CH:48]=[CH:47][C:46]([OH:49])=[CH:45][CH:44]=1. Product: [CH2:1]([C@H:8]1[CH2:12][O:11][C:10](=[O:13])[N:9]1[C:14](=[O:34])[CH2:15][C@H:16]([C:17]1[CH:21]=[CH:20][O:19][N:18]=1)[C:22]1[CH:27]=[CH:26][C:25]([O:28][CH2:29][CH:30]([O:49][C:46]2[CH:47]=[CH:48][C:43]([C:42]([F:41])([F:50])[F:51])=[CH:44][CH:45]=2)[CH2:31][CH3:32])=[CH:24][CH:23]=1)[C:2]1[CH:7]=[CH:6][CH:5]=[CH:4][CH:3]=1. The catalyst class is: 18.